This data is from NCI-60 drug combinations with 297,098 pairs across 59 cell lines. The task is: Regression. Given two drug SMILES strings and cell line genomic features, predict the synergy score measuring deviation from expected non-interaction effect. (1) Drug 1: COC1=NC(=NC2=C1N=CN2C3C(C(C(O3)CO)O)O)N. Drug 2: C1CN(P(=O)(OC1)NCCCl)CCCl. Cell line: SNB-75. Synergy scores: CSS=-1.71, Synergy_ZIP=1.13, Synergy_Bliss=-0.230, Synergy_Loewe=-3.80, Synergy_HSA=-4.26. (2) Drug 1: C1=CC(=C2C(=C1NCCNCCO)C(=O)C3=C(C=CC(=C3C2=O)O)O)NCCNCCO. Drug 2: CCN(CC)CCNC(=O)C1=C(NC(=C1C)C=C2C3=C(C=CC(=C3)F)NC2=O)C. Cell line: SF-539. Synergy scores: CSS=30.7, Synergy_ZIP=-3.18, Synergy_Bliss=-1.91, Synergy_Loewe=-13.6, Synergy_HSA=-0.665. (3) Drug 1: C1CC(C1)(C2=CC=C(C=C2)C3=C(C=C4C(=N3)C=CN5C4=NNC5=O)C6=CC=CC=C6)N. Cell line: OVCAR3. Drug 2: CC1CC(C(C(C=C(C(C(C=CC=C(C(=O)NC2=CC(=O)C(=C(C1)C2=O)OC)C)OC)OC(=O)N)C)C)O)OC. Synergy scores: CSS=52.9, Synergy_ZIP=-3.89, Synergy_Bliss=-5.24, Synergy_Loewe=-5.40, Synergy_HSA=0.0138. (4) Drug 1: CCC(=C(C1=CC=CC=C1)C2=CC=C(C=C2)OCCN(C)C)C3=CC=CC=C3.C(C(=O)O)C(CC(=O)O)(C(=O)O)O. Drug 2: CC1C(C(CC(O1)OC2CC(CC3=C2C(=C4C(=C3O)C(=O)C5=CC=CC=C5C4=O)O)(C(=O)C)O)N)O. Cell line: HCT-15. Synergy scores: CSS=40.9, Synergy_ZIP=1.90, Synergy_Bliss=1.88, Synergy_Loewe=-6.32, Synergy_HSA=3.29. (5) Synergy scores: CSS=-2.25, Synergy_ZIP=2.07, Synergy_Bliss=-2.54, Synergy_Loewe=-5.27, Synergy_HSA=-7.13. Cell line: CAKI-1. Drug 2: CC(C)CN1C=NC2=C1C3=CC=CC=C3N=C2N. Drug 1: CC1=C(C=C(C=C1)C(=O)NC2=CC(=CC(=C2)C(F)(F)F)N3C=C(N=C3)C)NC4=NC=CC(=N4)C5=CN=CC=C5. (6) Drug 1: CCC1=CC2CC(C3=C(CN(C2)C1)C4=CC=CC=C4N3)(C5=C(C=C6C(=C5)C78CCN9C7C(C=CC9)(C(C(C8N6C)(C(=O)OC)O)OC(=O)C)CC)OC)C(=O)OC.C(C(C(=O)O)O)(C(=O)O)O. Drug 2: C1C(C(OC1N2C=NC3=C(N=C(N=C32)Cl)N)CO)O. Cell line: OVCAR-5. Synergy scores: CSS=46.8, Synergy_ZIP=-2.07, Synergy_Bliss=-1.81, Synergy_Loewe=-8.08, Synergy_HSA=-1.25.